Dataset: Catalyst prediction with 721,799 reactions and 888 catalyst types from USPTO. Task: Predict which catalyst facilitates the given reaction. (1) Reactant: C([NH:8][CH:9]([CH3:23])[CH2:10][C:11]1[CH:16]=[CH:15][CH:14]=[C:13]([NH:17][C:18]([O:20][CH2:21][CH3:22])=[O:19])[CH:12]=1)(OC(C)(C)C)=O.[ClH:24]. Product: [ClH:24].[CH2:21]([O:20][C:18]([NH:17][C:13]1[CH:12]=[C:11]([CH2:10][CH:9]([NH2:8])[CH3:23])[CH:16]=[CH:15][CH:14]=1)=[O:19])[CH3:22]. The catalyst class is: 8. (2) Reactant: P([O:13][CH2:14][CH2:15][N:16]([CH2:21][CH2:22][CH2:23][O:24][C:25]1[CH:34]=[C:33]2[C:28]([C:29]([NH:35][C:36]3[CH:40]=[C:39]([CH2:41][C:42]([NH:44][C:45]4[CH:50]=[CH:49][CH:48]=[C:47]([F:51])[CH:46]=4)=[O:43])[NH:38][N:37]=3)=[N:30][CH:31]=[N:32]2)=[CH:27][CH:26]=1)[CH2:17][CH2:18][O:19][CH3:20])(OC(C)(C)C)(OC(C)(C)C)=O.COCCNCCO.ClCCCOC1C=C2C(C(NC3C=C(CC(NC4C=CC=C(F)C=4)=O)NN=3)=NC=N2)=CC=1.[I-].[K+]. Product: [F:51][C:47]1[CH:46]=[C:45]([NH:44][C:42](=[O:43])[CH2:41][C:39]2[NH:38][N:37]=[C:36]([NH:35][C:29]3[C:28]4[C:33](=[CH:34][C:25]([O:24][CH2:23][CH2:22][CH2:21][N:16]([CH2:15][CH2:14][OH:13])[CH2:17][CH2:18][O:19][CH3:20])=[CH:26][CH:27]=4)[N:32]=[CH:31][N:30]=3)[CH:40]=2)[CH:50]=[CH:49][CH:48]=1. The catalyst class is: 60.